Predict the product of the given reaction. From a dataset of Forward reaction prediction with 1.9M reactions from USPTO patents (1976-2016). (1) Given the reactants [CH3:1][Si:2]([C:5]#[CH:6])([CH3:4])[CH3:3].Br[C:8]1[CH:9]=[N:10][CH:11]=[C:12]([O:14][CH3:15])[CH:13]=1.C(N(CC)CC)C, predict the reaction product. The product is: [CH3:15][O:14][C:12]1[CH:11]=[N:10][CH:9]=[C:8]([C:6]#[C:5][Si:2]([CH3:4])([CH3:3])[CH3:1])[CH:13]=1. (2) Given the reactants [C:1]([O-])(=[O:8])C1C=CC=CC=1.[CH3:10][O:11][C:12]([C:14]1[CH:15]=[CH:16][C:17]2[NH:18][C:19]3[C:24]([C:25]=2[CH:26]=1)=[CH:23][CH:22]=[CH:21][CH:20]=3)=[O:13], predict the reaction product. The product is: [CH3:1][O:8][C:21]1[CH:20]=[C:19]2[C:24]([C:25]3[CH:26]=[C:14]([C:12]([O:11][CH3:10])=[O:13])[CH:15]=[CH:16][C:17]=3[NH:18]2)=[CH:23][CH:22]=1. (3) The product is: [ClH:1].[N:29]12[CH2:28][CH2:27][CH:26]([CH2:39][CH2:40]1)[C@@H:25]([NH:30][C:12]([C:3]1[S:4][C:5]3[CH:10]=[C:9]([F:11])[CH:8]=[CH:7][C:6]=3[C:2]=1[Cl:1])=[O:14])[CH2:24]2. Given the reactants [Cl:1][C:2]1[C:6]2[CH:7]=[CH:8][C:9]([F:11])=[CH:10][C:5]=2[S:4][C:3]=1[C:12]([OH:14])=O.CN(C(ON1N=[N:30][C:25]2[CH:26]=[CH:27][CH:28]=[N:29][C:24]1=2)=[N+](C)C)C.F[P-](F)(F)(F)(F)F.[CH:39](N(CC)C(C)C)(C)[CH3:40], predict the reaction product. (4) The product is: [CH3:21][O:20][C:16]1[CH:15]=[C:14]([NH:13][C:11](=[O:12])[C:10]2[CH:22]=[CH:23][C:7]([CH:2]3[CH2:3][CH2:4][CH2:5][CH2:6][O:1]3)=[N:8][CH:9]=2)[CH:19]=[CH:18][CH:17]=1. Given the reactants [O:1]1[CH2:6][CH2:5][CH2:4][CH:3]=[C:2]1[C:7]1[CH:23]=[CH:22][C:10]([C:11]([NH:13][C:14]2[CH:19]=[CH:18][CH:17]=[C:16]([O:20][CH3:21])[CH:15]=2)=[O:12])=[CH:9][N:8]=1, predict the reaction product.